Dataset: Forward reaction prediction with 1.9M reactions from USPTO patents (1976-2016). Task: Predict the product of the given reaction. (1) Given the reactants Br[C:2]1[CH:7]=[C:6]([C:8]([CH3:11])([CH3:10])[CH3:9])[CH:5]=[C:4]([N+:12]([O-:14])=[O:13])[C:3]=1[O:15][CH3:16].[NH:17]1[CH2:21][CH2:20][CH2:19][C:18]1=[O:22].C1(P(C2C=CC=CC=2)C2C3OC4C(=CC=CC=4P(C4C=CC=CC=4)C4C=CC=CC=4)C(C)(C)C=3C=CC=2)C=CC=CC=1.C([O-])([O-])=O.[Cs+].[Cs+], predict the reaction product. The product is: [C:8]([C:6]1[CH:5]=[C:4]([N+:12]([O-:14])=[O:13])[C:3]([O:15][CH3:16])=[C:2]([N:17]2[CH2:21][CH2:20][CH2:19][C:18]2=[O:22])[CH:7]=1)([CH3:11])([CH3:10])[CH3:9]. (2) The product is: [NH2:39][C:27]1[CH:28]=[N:29][N:30]([CH2:31][O:32][CH2:33][CH2:34][Si:35]([CH3:37])([CH3:36])[CH3:38])[C:26]=1[C:18]1[CH:19]=[C:20]2[C:15](=[CH:16][N:17]=1)[CH2:14][N:13]([C:3]1[C:4]([F:12])=[C:5]([O:10][CH3:11])[CH:6]=[C:7]([O:8][CH3:9])[C:2]=1[F:1])[C:22](=[O:23])[C:21]12[CH2:25][CH2:24]1. Given the reactants [F:1][C:2]1[C:7]([O:8][CH3:9])=[CH:6][C:5]([O:10][CH3:11])=[C:4]([F:12])[C:3]=1[N:13]1[C:22](=[O:23])[C:21]2([CH2:25][CH2:24]2)[C:20]2[C:15](=[CH:16][N:17]=[C:18]([C:26]3[N:30]([CH2:31][O:32][CH2:33][CH2:34][Si:35]([CH3:38])([CH3:37])[CH3:36])[N:29]=[CH:28][C:27]=3[N+:39]([O-])=O)[CH:19]=2)[CH2:14]1.C(O)(=O)C, predict the reaction product. (3) Given the reactants [Cl:1][C:2]1[CH:7]=[CH:6][CH:5]=[C:4]([CH3:8])[C:3]=1[C:9]([F:12])([F:11])[F:10].[Br:13]N1C(=O)CCC1=O.C(OOC(=O)C1C=CC=CC=1)(=O)C1C=CC=CC=1.O, predict the reaction product. The product is: [F:12][C:9]([F:10])([F:11])[C:3]1[C:2]([Cl:1])=[CH:7][CH:6]=[CH:5][C:4]=1[CH2:8][Br:13].